This data is from Peptide-MHC class I binding affinity with 185,985 pairs from IEDB/IMGT. The task is: Regression. Given a peptide amino acid sequence and an MHC pseudo amino acid sequence, predict their binding affinity value. This is MHC class I binding data. (1) The peptide sequence is DYNFVKQLF. The MHC is HLA-A68:01 with pseudo-sequence HLA-A68:01. The binding affinity (normalized) is 0.0559. (2) The peptide sequence is FLYVVCSLAV. The MHC is HLA-A02:01 with pseudo-sequence HLA-A02:01. The binding affinity (normalized) is 0.723. (3) The peptide sequence is GLKISLCGI. The MHC is HLA-B57:01 with pseudo-sequence HLA-B57:01. The binding affinity (normalized) is 0.0847.